The task is: Predict the product of the given reaction.. This data is from Forward reaction prediction with 1.9M reactions from USPTO patents (1976-2016). (1) Given the reactants [C:1](Cl)(=[O:40])[O:2][C@@:3]([CH3:39])([C:6](=[O:38])[C@@H:7]([NH:15][C:16](=[O:37])[C@@H:17]([NH:21][C:22](=[O:36])[C@@H:23]([NH:27][C:28]([C:30]1[S:34][C:33]([CH3:35])=[N:32][CH:31]=1)=[O:29])[CH2:24][O:25][CH3:26])[CH2:18][O:19][CH3:20])[CH2:8][C:9]1[CH:14]=[CH:13][CH:12]=[CH:11][CH:10]=1)[CH2:4][I:5].[CH2:42]([OH:44])[CH3:43], predict the reaction product. The product is: [C:1](=[O:40])([O:2][C@@:3]([CH3:39])([C:6](=[O:38])[C@@H:7]([NH:15][C:16](=[O:37])[C@@H:17]([NH:21][C:22](=[O:36])[C@@H:23]([NH:27][C:28]([C:30]1[S:34][C:33]([CH3:35])=[N:32][CH:31]=1)=[O:29])[CH2:24][O:25][CH3:26])[CH2:18][O:19][CH3:20])[CH2:8][C:9]1[CH:14]=[CH:13][CH:12]=[CH:11][CH:10]=1)[CH2:4][I:5])[O:44][CH2:42][CH3:43]. (2) Given the reactants [Cl:1][C:2]1[CH:19]=[CH:18][C:5]([CH2:6][N:7]2C(=O)C3=CC=CC=C3C2=O)=[CH:4][C:3]=1[O:20][CH3:21].O.NN, predict the reaction product. The product is: [Cl:1][C:2]1[CH:19]=[CH:18][C:5]([CH2:6][NH2:7])=[CH:4][C:3]=1[O:20][CH3:21]. (3) Given the reactants [CH3:1][C:2](=O)[CH2:3][CH2:4][C:5](=O)[CH3:6].[CH2:9]([CH2:11][NH2:12])[OH:10].C(O)(=O)C(C)(C)C.CCCCCCC, predict the reaction product. The product is: [OH:10][CH2:9][CH2:11][N:12]1[C:2]([CH3:1])=[CH:3][CH:4]=[C:5]1[CH3:6]. (4) Given the reactants Cl.[NH2:2][CH2:3][CH2:4][CH2:5][N:6]1[C:14](=[O:15])[C:13]2[N:12]([CH2:16][C:17]3[CH:22]=[CH:21][C:20]([Cl:23])=[CH:19][CH:18]=3)[C:11]([O:24][C:25]3[CH:30]=[CH:29][CH:28]=[C:27]([O:31][C:32]([F:35])([F:34])[F:33])[CH:26]=3)=[N:10][C:9]=2[N:8]([CH3:36])[C:7]1=[O:37].[CH3:38][S:39](Cl)(=[O:41])=[O:40], predict the reaction product. The product is: [Cl:23][C:20]1[CH:21]=[CH:22][C:17]([CH2:16][N:12]2[C:13]3[C:14](=[O:15])[N:6]([CH2:5][CH2:4][CH2:3][NH:2][S:39]([CH3:38])(=[O:41])=[O:40])[C:7](=[O:37])[N:8]([CH3:36])[C:9]=3[N:10]=[C:11]2[O:24][C:25]2[CH:30]=[CH:29][CH:28]=[C:27]([O:31][C:32]([F:34])([F:33])[F:35])[CH:26]=2)=[CH:18][CH:19]=1. (5) Given the reactants [CH2:1]([CH:3]([CH2:14][CH3:15])[CH2:4][S:5][C:6]1[CH:7]=[C:8]([CH:11]=[CH:12][CH:13]=1)[CH:9]=[O:10])[CH3:2].[C:16](#[N:18])[CH3:17], predict the reaction product. The product is: [CH2:14]([CH:3]([CH2:1][CH3:2])[CH2:4][S:5][C:6]1[CH:7]=[C:8]([CH:9]([OH:10])[CH2:17][C:16]#[N:18])[CH:11]=[CH:12][CH:13]=1)[CH3:15].